This data is from Full USPTO retrosynthesis dataset with 1.9M reactions from patents (1976-2016). The task is: Predict the reactants needed to synthesize the given product. (1) The reactants are: C(N(CC)CC)C.[CH2:8]([N:10]=[C:11]=[O:12])[CH3:9].[Cl:13][C:14]1[CH:19]=[C:18]([C:20]([F:23])([F:22])[F:21])[CH:17]=[C:16]([F:24])[C:15]=1[O:25][C:26]1[CH:30]=[C:29]([CH3:31])[NH:28][N:27]=1.Cl. Given the product [CH2:8]([NH:10][C:11]([N:28]1[C:29]([CH3:31])=[CH:30][C:26]([O:25][C:15]2[C:16]([F:24])=[CH:17][C:18]([C:20]([F:23])([F:21])[F:22])=[CH:19][C:14]=2[Cl:13])=[N:27]1)=[O:12])[CH3:9], predict the reactants needed to synthesize it. (2) Given the product [CH2:1]([C@H:8]1[C@@H:12]([C@H:13]2[CH2:17][C:16](=[O:18])[CH2:15][N:14]2[C:19]([O:21][C:22]([CH3:23])([CH3:24])[CH3:25])=[O:20])[O:11][C:10]([CH3:27])([CH3:26])[N:9]1[C:28]([O:30][CH2:31][CH2:32][Si:33]([CH3:36])([CH3:35])[CH3:34])=[O:29])[C:2]1[CH:7]=[CH:6][CH:5]=[CH:4][CH:3]=1, predict the reactants needed to synthesize it. The reactants are: [CH2:1]([C@H:8]1[C@@H:12]([C@H:13]2[CH2:17][C@@H:16]([OH:18])[CH2:15][N:14]2[C:19]([O:21][C:22]([CH3:25])([CH3:24])[CH3:23])=[O:20])[O:11][C:10]([CH3:27])([CH3:26])[N:9]1[C:28]([O:30][CH2:31][CH2:32][Si:33]([CH3:36])([CH3:35])[CH3:34])=[O:29])[C:2]1[CH:7]=[CH:6][CH:5]=[CH:4][CH:3]=1.C(N(CC)CC)C. (3) Given the product [CH3:37][C:35]([C:38]1[CH:43]=[C:42]([CH2:44][N:46]2[CH2:47][CH2:48][N:49]([C:52]3[CH:53]=[CH:54][C:55]([NH2:58])=[CH:56][CH:57]=3)[CH2:50][CH2:51]2)[CH:41]=[C:40]([C:61]([CH3:64])([CH3:63])[CH3:62])[C:39]=1[OH:65])([CH3:34])[CH3:36], predict the reactants needed to synthesize it. The reactants are: CC(C1C=C(CC(N2CCN(C3C=CC([N+]([O-])=O)=CC=3)CC2)=O)C=C(C(C)(C)C)C=1O)(C)C.[CH3:34][C:35]([C:38]1[CH:43]=[C:42]([C:44]([N:46]2[CH2:51][CH2:50][N:49]([C:52]3[CH:57]=[CH:56][C:55]([N+:58]([O-])=O)=[CH:54][CH:53]=3)[CH2:48][CH2:47]2)=O)[CH:41]=[C:40]([C:61]([CH3:64])([CH3:63])[CH3:62])[C:39]=1[OH:65])([CH3:37])[CH3:36].